From a dataset of Forward reaction prediction with 1.9M reactions from USPTO patents (1976-2016). Predict the product of the given reaction. (1) The product is: [Cl:1][C:2]1[CH:3]=[CH:4][C:5]([C:6]([N:8]2[CH2:14][C:13]3[CH:15]=[CH:16][C:17]([OH:19])=[CH:18][C:12]=3[N:11]([CH2:21][C:22]3[CH:27]=[CH:26][C:25]([C:28]([N:30]4[CH2:31][CH:32]=[CH:33][CH2:34]4)=[O:29])=[CH:24][CH:23]=3)[C:10](=[O:35])[CH2:9]2)=[O:7])=[CH:36][CH:37]=1. Given the reactants [Cl:1][C:2]1[CH:37]=[CH:36][C:5]([C:6]([N:8]2[CH2:14][C:13]3[CH:15]=[CH:16][C:17]([O:19]C)=[CH:18][C:12]=3[N:11]([CH2:21][C:22]3[CH:27]=[CH:26][C:25]([C:28]([N:30]4[CH2:34][CH:33]=[CH:32][CH2:31]4)=[O:29])=[CH:24][CH:23]=3)[C:10](=[O:35])[CH2:9]2)=[O:7])=[CH:4][CH:3]=1.[Br-].[Br-].[Br-].B, predict the reaction product. (2) Given the reactants C([N:14]1[C:19](=[O:20])[CH:18]2[N:21](C(C3C=CC=CC=3)C3C=CC=CC=3)[C:22](=[O:23])[CH:15]1[S:16][S:17]2)(C1C=CC=CC=1)C1C=CC=CC=1.OS(C(F)(F)F)(=O)=O, predict the reaction product. The product is: [CH:15]12[NH:14][C:19](=[O:20])[CH:18]([NH:21][C:22]1=[O:23])[S:17][S:16]2. (3) Given the reactants Cl[CH2:2][C:3]([NH:5][C:6]1[CH:11]=[C:10]([C:12]2[NH:20][C:19]3[C:14](=[N:15][CH:16]=[C:17]([Cl:21])[CH:18]=3)[C:13]=2[C:22]2[CH:27]=[CH:26][C:25]([F:28])=[CH:24][N:23]=2)[CH:9]=[CH:8][N:7]=1)=[O:4].[NH:29]1[CH2:34][CH2:33][CH:32]([OH:35])[CH2:31][CH2:30]1.C(O)(C(F)(F)F)=O, predict the reaction product. The product is: [Cl:21][C:17]1[CH:18]=[C:19]2[NH:20][C:12]([C:10]3[CH:9]=[CH:8][N:7]=[C:6]([NH:5][C:3](=[O:4])[CH2:2][N:29]4[CH2:34][CH2:33][CH:32]([OH:35])[CH2:31][CH2:30]4)[CH:11]=3)=[C:13]([C:22]3[CH:27]=[CH:26][C:25]([F:28])=[CH:24][N:23]=3)[C:14]2=[N:15][CH:16]=1. (4) Given the reactants CO[CH:3]=[C:4]1[C:13]2[C:8](=[CH:9][CH:10]=[CH:11][CH:12]=2)[C:7](=[O:14])[NH:6][C:5]1=[O:15].[NH2:16][C:17]1[CH:24]=[CH:23][C:20]([CH2:21][OH:22])=[CH:19][CH:18]=1, predict the reaction product. The product is: [OH:22][CH2:21][C:20]1[CH:23]=[CH:24][C:17]([NH:16][CH:3]=[C:4]2[C:13]3[C:8](=[CH:9][CH:10]=[CH:11][CH:12]=3)[C:7](=[O:14])[NH:6][C:5]2=[O:15])=[CH:18][CH:19]=1. (5) Given the reactants C(=O)([O-])O.[Na+].[S:6]=[C:7]1[NH:12][C:11]2[NH:13][CH:14]=[CH:15][C:10]=2[C:9](=[O:16])[N:8]1[C:17]1[CH:22]=[CH:21][C:20]([O:23][CH2:24][C:25]([F:28])([F:27])[F:26])=[CH:19][CH:18]=1.Br[CH2:30][CH:31]1[CH2:33][CH2:32]1, predict the reaction product. The product is: [CH:31]1([CH2:30][S:6][C:7]2[N:8]([C:17]3[CH:18]=[CH:19][C:20]([O:23][CH2:24][C:25]([F:28])([F:27])[F:26])=[CH:21][CH:22]=3)[C:9](=[O:16])[C:10]3[CH:15]=[CH:14][NH:13][C:11]=3[N:12]=2)[CH2:33][CH2:32]1. (6) Given the reactants C[O:2][C:3]1[CH:4]=[C:5]2[C:10](=[CH:11][CH:12]=1)[CH:9]([CH2:13][C:14]([O:16]CC)=[O:15])[CH2:8][CH2:7][CH2:6]2.Br, predict the reaction product. The product is: [OH:2][C:3]1[CH:4]=[C:5]2[C:10](=[CH:11][CH:12]=1)[CH:9]([CH2:13][C:14]([OH:16])=[O:15])[CH2:8][CH2:7][CH2:6]2.